Dataset: Full USPTO retrosynthesis dataset with 1.9M reactions from patents (1976-2016). Task: Predict the reactants needed to synthesize the given product. (1) Given the product [OH:26][C:25]1[C:20]2=[N:21][CH:22]=[CH:23][CH:24]=[C:19]2[CH2:18][CH:17]([C:29]2[CH:34]=[CH:33][CH:32]=[CH:31][CH:30]=2)[O:16][C:15]=1[C:14]([O:13][CH3:12])=[O:35], predict the reactants needed to synthesize it. The reactants are: CC(C)([O-])C.[K+].C1COCC1.[CH3:12][O:13][C:14](=[O:35])[CH2:15][O:16][CH:17]([C:29]1[CH:34]=[CH:33][CH:32]=[CH:31][CH:30]=1)[CH2:18][C:19]1[C:20]([C:25](OC)=[O:26])=[N:21][CH:22]=[CH:23][CH:24]=1. (2) Given the product [Cl:1][C:2]1[CH:3]=[C:4]([C:9]([C:26]([F:27])([F:29])[F:28])=[CH:10][C:11]([C:13]2[CH:14]=[CH:15][C:16]([N:21]3[CH:25]=[N:24][CH:23]=[N:22]3)=[C:17]([CH:20]=2)[C:18]#[N:19])=[O:12])[CH:5]=[C:6]([Cl:8])[CH:7]=1, predict the reactants needed to synthesize it. The reactants are: [Cl:1][C:2]1[CH:3]=[C:4]([C:9](O)([C:26]([F:29])([F:28])[F:27])[CH2:10][C:11]([C:13]2[CH:14]=[CH:15][C:16]([N:21]3[CH:25]=[N:24][CH:23]=[N:22]3)=[C:17]([CH:20]=2)[C:18]#[N:19])=[O:12])[CH:5]=[C:6]([Cl:8])[CH:7]=1.S(Cl)(Cl)=O.N1C=CC=CC=1. (3) Given the product [Br:1][C:2]1[CH:11]=[CH:10][C:5]([CH2:6][OH:7])=[CH:4][C:3]=1[CH3:12], predict the reactants needed to synthesize it. The reactants are: [Br:1][C:2]1[CH:11]=[CH:10][C:5]([C:6](OC)=[O:7])=[CH:4][C:3]=1[CH3:12].[H-].[Al+3].[Li+].[H-].[H-].[H-]. (4) Given the product [CH2:1]([C:3]1[CH2:4][C:5]2[C:10]([CH:11]=1)=[C:9]([C:12]1[CH:17]=[CH:16][CH:15]=[CH:14][CH:13]=1)[CH:8]=[CH:7][CH:6]=2)[CH3:2], predict the reactants needed to synthesize it. The reactants are: [CH2:1]([CH:3]1[CH2:11][C:10]2[C:5](=[CH:6][CH:7]=[CH:8][C:9]=2[C:12]2[CH:17]=[CH:16][CH:15]=[CH:14][CH:13]=2)[CH:4]1O)[CH3:2].C(N(CC)CC)C.CS(Cl)(=O)=O. (5) Given the product [CH3:89][O:96][C:139](=[O:142])[CH:140]([OH:9])[CH:14]([NH:2][C:1]([O:3][C:4]([CH3:7])([CH3:6])[CH3:5])=[O:8])[C:13]1[CH:16]=[CH:47][CH:48]=[C:49]2[C:15]=1[N:43]=[C:44]([O:51][CH3:52])[CH:45]=[CH:50]2, predict the reactants needed to synthesize it. The reactants are: [C:1](=[O:8])([O:3][C:4]([CH3:7])([CH3:6])[CH3:5])[NH2:2].[OH-:9].[Na+].ClO[C:13]([CH3:16])([CH3:15])[CH3:14].CC[C@@H]1[C@@H]2C[C@H]([C@@H](OC3[C:50]4[C:45](=C[CH:47]=[CH:48][CH:49]=4)[C:44]([O:51][C@@H:52](C4C=CN=C5C=4C=C(OC)C=C5)[C@@H]4N5C[C@H](CC)[C@@H](CC5)C4)=[N:43]N=3)C3C=CN=C4C=3C=C(OC)C=C4)N(CC2)C1.CC[C@H]1[C@H]2C[C@H]([C@H](OC3C4C(=CC=CC=4)C(O[C@H](C4C=CN=C5C=4C=C(OC)C=C5)[C@@H]4N5C[C@H](CC)[C@@H](CC5)C4)=NN=3)C3C=CN=C4C=3C=[C:89]([O:96]C)C=C4)N(CC2)C1.[O-]S([O-])=O.[Na+].[Na+].[CH2:139]([OH:142])[CH2:140]C.